Dataset: Catalyst prediction with 721,799 reactions and 888 catalyst types from USPTO. Task: Predict which catalyst facilitates the given reaction. (1) Reactant: [N+:1]([C:4]1[S:8][C:7]([C:9]([NH2:11])=[O:10])=[CH:6][CH:5]=1)([O-:3])=[O:2].CO[CH:14](OC)[N:15]([CH3:17])[CH3:16]. Product: [CH3:14][N:15](/[CH:17]=[N:11]/[C:9]([C:7]1[S:8][C:4]([N+:1]([O-:3])=[O:2])=[CH:5][CH:6]=1)=[O:10])[CH3:16]. The catalyst class is: 3. (2) Reactant: Br[C:2]1[CH:3]=[CH:4][C:5]2[N:6]([C:34]3[CH:39]=[CH:38][CH:37]=[CH:36][CH:35]=3)[C:7]3[C:12]([C:13]=2[CH:14]=1)=[CH:11][C:10]([Si:15]([C:28]1[CH:33]=[CH:32][CH:31]=[CH:30][CH:29]=1)([C:22]1[CH:27]=[CH:26][CH:25]=[CH:24][CH:23]=1)[C:16]1[CH:21]=[CH:20][CH:19]=[CH:18][CH:17]=1)=[CH:9][CH:8]=3.C([Li])CCC.Cl[P:46]([C:53]1[CH:58]=[CH:57][CH:56]=[CH:55][CH:54]=1)[C:47]1[CH:52]=[CH:51][CH:50]=[CH:49][CH:48]=1.CC[OH:61]. Product: [C:47]1([P:46]([C:53]2[CH:58]=[CH:57][CH:56]=[CH:55][CH:54]=2)([C:2]2[CH:3]=[CH:4][C:5]3[N:6]([C:34]4[CH:39]=[CH:38][CH:37]=[CH:36][CH:35]=4)[C:7]4[C:12]([C:13]=3[CH:14]=2)=[CH:11][C:10]([Si:15]([C:28]2[CH:33]=[CH:32][CH:31]=[CH:30][CH:29]=2)([C:22]2[CH:27]=[CH:26][CH:25]=[CH:24][CH:23]=2)[C:16]2[CH:21]=[CH:20][CH:19]=[CH:18][CH:17]=2)=[CH:9][CH:8]=4)=[O:61])[CH:52]=[CH:51][CH:50]=[CH:49][CH:48]=1. The catalyst class is: 1. (3) Reactant: [CH:1]([NH:4][C:5]1[C:14]2[C:9](=[C:10]([NH2:15])[CH:11]=[CH:12][CH:13]=2)[N:8]=[CH:7][N:6]=1)([CH3:3])[CH3:2].[Cl:16][C:17]1[C:22]([C:23](O)=[O:24])=[C:21]([F:26])[C:20]([CH2:27][NH:28][C:29](=[O:34])[C:30]([CH3:33])([CH3:32])[CH3:31])=[CH:19][CH:18]=1.C(Cl)(=O)C(Cl)=O.CCN(C(C)C)C(C)C. Product: [Cl:16][C:17]1[C:22]([C:23]([NH:15][C:10]2[CH:11]=[CH:12][CH:13]=[C:14]3[C:9]=2[N:8]=[CH:7][N:6]=[C:5]3[NH:4][CH:1]([CH3:3])[CH3:2])=[O:24])=[C:21]([F:26])[C:20]([CH2:27][NH:28][C:29](=[O:34])[C:30]([CH3:32])([CH3:31])[CH3:33])=[CH:19][CH:18]=1. The catalyst class is: 85. (4) Reactant: [C:1]([C:4]1[N:8]([CH2:9][CH2:10][CH2:11][F:12])[CH:7]=[C:6]([C:13]2([C:21]3[CH:26]=[CH:25][CH:24]=[C:23]([OH:27])[CH:22]=3)[N:17]=[C:16]([NH2:18])[N:15]([CH3:19])[C:14]2=[O:20])[CH:5]=1)(=[O:3])[CH3:2].Cl[CH2:29][C:30]1[CH:31]=[C:32]([CH:36]=[CH:37][CH:38]=1)[C:33]([NH2:35])=[O:34].[I-].[Na+].C(=O)([O-])[O-].[Cs+].[Cs+]. Product: [C:1]([C:4]1[N:8]([CH2:9][CH2:10][CH2:11][F:12])[CH:7]=[C:6]([C:13]2([C:21]3[CH:22]=[C:23]([CH:24]=[CH:25][CH:26]=3)[O:27][CH2:29][C:30]3[CH:31]=[C:32]([CH:36]=[CH:37][CH:38]=3)[C:33]([NH2:35])=[O:34])[C:14](=[O:20])[N:15]([CH3:19])[C:16]([NH2:18])=[N:17]2)[CH:5]=1)(=[O:3])[CH3:2]. The catalyst class is: 42. (5) Reactant: [C:1]([O:5][C@@H:6]([C:12]1[C:40]([CH3:41])=[N:39][C:38]2=[CH:42][C:35]3=[N:36][N:37]2[C:13]=1[N:14]1[CH2:45][CH2:44][C:17]([CH3:46])([O:18][CH2:19][CH:20]=[CH:21][CH2:22][O:23][C:24]2[CH:25]=[CH:26][CH:27]=[CH:28][C:29]=2[CH2:30][C:31]2[O:43][C:34]3=[N:33][CH:32]=2)[CH2:16][CH2:15]1)[C:7]([O:9]CC)=[O:8])([CH3:4])([CH3:3])[CH3:2].[OH-].[Na+]. Product: [C:1]([O:5][C@@H:6]([C:12]1[C:40]([CH3:41])=[N:39][C:38]2=[CH:42][C:35]3=[N:36][N:37]2[C:13]=1[N:14]1[CH2:15][CH2:16][C:17]([CH3:46])([O:18][CH2:19][CH:20]=[CH:21][CH2:22][O:23][C:24]2[CH:25]=[CH:26][CH:27]=[CH:28][C:29]=2[CH2:30][C:31]2[O:43][C:34]3=[N:33][CH:32]=2)[CH2:44][CH2:45]1)[C:7]([OH:9])=[O:8])([CH3:4])([CH3:2])[CH3:3]. The catalyst class is: 5. (6) Reactant: [CH3:1][O:2][C:3]1[CH:29]=[CH:28][C:6]([CH2:7][N:8]2[C:12]3=[N:13][CH:14]=[CH:15][C:16]([O:17][C:18]4[N:23]=[CH:22][C:21]([N+:24]([O-])=O)=[CH:20][N:19]=4)=[C:11]3[C:10]([CH3:27])=[N:9]2)=[CH:5][CH:4]=1. Product: [CH3:1][O:2][C:3]1[CH:4]=[CH:5][C:6]([CH2:7][N:8]2[C:12]3=[N:13][CH:14]=[CH:15][C:16]([O:17][C:18]4[N:19]=[CH:20][C:21]([NH2:24])=[CH:22][N:23]=4)=[C:11]3[C:10]([CH3:27])=[N:9]2)=[CH:28][CH:29]=1. The catalyst class is: 14. (7) The catalyst class is: 76. Product: [F:42][C:2]([F:1])([F:41])[C:3]1[CH:4]=[C:5]([CH:34]=[C:35]([C:37]([F:38])([F:39])[F:40])[CH:36]=1)[CH2:6][N:7]1[C:11]([C:12]2[CH:17]=[CH:16][CH:15]=[CH:14][CH:13]=2)=[C:10]([C:18]([C:20]2[C:21]([CH:32]([OH:33])[CH3:43])=[N:22][O:23][C:24]=2[C:25]2[CH:30]=[CH:29][CH:28]=[CH:27][C:26]=2[Cl:31])=[O:19])[N:9]=[N:8]1. Reactant: [F:1][C:2]([F:42])([F:41])[C:3]1[CH:4]=[C:5]([CH:34]=[C:35]([C:37]([F:40])([F:39])[F:38])[CH:36]=1)[CH2:6][N:7]1[C:11]([C:12]2[CH:17]=[CH:16][CH:15]=[CH:14][CH:13]=2)=[C:10]([C:18]([C:20]2[C:21]([CH:32]=[O:33])=[N:22][O:23][C:24]=2[C:25]2[CH:30]=[CH:29][CH:28]=[CH:27][C:26]=2[Cl:31])=[O:19])[N:9]=[N:8]1.[CH3:43][Mg]Br.